Dataset: Full USPTO retrosynthesis dataset with 1.9M reactions from patents (1976-2016). Task: Predict the reactants needed to synthesize the given product. (1) Given the product [Cl:1][C:2]1[CH:3]=[CH:4][C:5]([CH2:6][CH2:7][NH:8][C:9]([C:11]2[CH:12]=[CH:13][C:14]([O:15][C:16]3[CH:25]=[C:24]4[C:19]([CH:20]([C:28]([OH:30])=[O:29])[CH2:21][C:22]([CH3:26])([CH3:27])[O:23]4)=[CH:18][C:17]=3[C:32]#[N:33])=[CH:34][CH:35]=2)=[O:10])=[CH:36][CH:37]=1, predict the reactants needed to synthesize it. The reactants are: [Cl:1][C:2]1[CH:37]=[CH:36][C:5]([CH2:6][CH2:7][NH:8][C:9]([C:11]2[CH:35]=[CH:34][C:14]([O:15][C:16]3[CH:25]=[C:24]4[C:19]([CH:20]([C:28]([O:30]C)=[O:29])[CH2:21][C:22]([CH3:27])([CH3:26])[O:23]4)=[CH:18][C:17]=3[C:32]#[N:33])=[CH:13][CH:12]=2)=[O:10])=[CH:4][CH:3]=1.[OH-].[Na+].O.CO. (2) Given the product [F:20][C:18]([F:21])([F:19])[C:17]([N:9]1[CH2:10][CH:11]2[CH2:16][CH:7]([C:6]3[CH:5]=[C:4]([C:1](=[N:24][OH:25])[CH3:2])[C:14]([OH:15])=[CH:13][C:12]=32)[CH2:8]1)=[O:22], predict the reactants needed to synthesize it. The reactants are: [C:1]([C:4]1[C:14]([OH:15])=[CH:13][C:12]2[CH:11]3[CH2:16][CH:7]([CH2:8][N:9]([C:17](=[O:22])[C:18]([F:21])([F:20])[F:19])[CH2:10]3)[C:6]=2[CH:5]=1)(=O)[CH3:2].Cl.[NH2:24][OH:25].CC([O-])=O.[Na+].